From a dataset of Reaction yield outcomes from USPTO patents with 853,638 reactions. Predict the reaction yield, written as a fraction of the theoretical maximum amount of product (1.0 means a 100% yield; for example, 0.34 means a 34% yield). (1) The reactants are CN.O=C1C2C(=CC=CC=2)C(=O)[N:5]1[CH2:14][C:15]1[CH:23]=[CH:22][CH:21]=[CH:20][C:16]=1[C:17]([OH:19])=[O:18]. The catalyst is CCO. The product is [NH2:5][CH2:14][C:15]1[CH:23]=[CH:22][CH:21]=[CH:20][C:16]=1[C:17]([OH:19])=[O:18]. The yield is 0.810. (2) The reactants are [CH3:1][C@:2]12[CH2:15][CH2:14][CH2:13][C:12]([CH3:17])([CH3:16])[CH:11]1[CH2:10][CH2:9][C@H:8]1[C@@H:3]2[CH2:4][CH2:5][CH2:6][C:7]1=[O:18].[Li+].C[Si]([N-][Si](C)(C)C)(C)C.[C:29]([C:31]([O:33][CH3:34])=[O:32])#N.CN(CCN(C)C)C.[Zn](CC)CC.C(I)I. The catalyst is C1COCC1.C(Cl)Cl. The product is [CH3:17][C:12]1([CH3:16])[CH2:13][CH2:14][CH2:15][C@@:2]2([CH3:1])[CH:11]1[CH2:10][CH2:9][C@@H:8]1[C:7](=[O:18])[CH2:6][CH:29]([C:31]([O:33][CH3:34])=[O:32])[CH2:5][CH2:4][C@@H:3]12. The yield is 0.800. (3) The reactants are Cl[C:2]1[N:7]=[CH:6][NH:5][C:4]2=[N:8][CH:9]=[CH:10][C:3]=12.O(C(C)(C)C)[K].C1COCC1.[C:22]1([CH2:28][SH:29])[CH:27]=[CH:26][CH:25]=[CH:24][CH:23]=1. The catalyst is C(O)(C)C. The product is [CH2:28]([S:29][C:2]1[C:3]2[CH:10]=[CH:9][NH:8][C:4]=2[N:5]=[CH:6][N:7]=1)[C:22]1[CH:27]=[CH:26][CH:25]=[CH:24][CH:23]=1. The yield is 0.790. (4) The reactants are [CH2:1]([NH:8][C@H:9]1[CH2:14][CH2:13][CH2:12][CH2:11][C@@H:10]1[NH2:15])[C:2]1[CH:7]=[CH:6][CH:5]=[CH:4][CH:3]=1.[H-].[Na+].FC(F)(F)S([O-])(=O)=O.Br[CH2:27][CH2:28][S+](C1C=CC=CC=1)C1C=CC=CC=1.[Cl-].[NH4+]. The catalyst is C(Cl)Cl. The product is [CH2:1]([N:8]1[C@@H:9]2[C@H:10]([CH2:11][CH2:12][CH2:13][CH2:14]2)[NH:15][CH2:28][CH2:27]1)[C:2]1[CH:7]=[CH:6][CH:5]=[CH:4][CH:3]=1. The yield is 0.700.